Dataset: Full USPTO retrosynthesis dataset with 1.9M reactions from patents (1976-2016). Task: Predict the reactants needed to synthesize the given product. (1) Given the product [CH2:33]([S:35]([NH:1][C:2]1[CH:3]=[C:4]([CH:12]2[CH2:17][C:16](=[O:18])[NH:15][C:14]([CH3:19])=[C:13]2[C:20]([NH:22][C:23]2[CH:24]=[C:25]3[C:29](=[CH:30][C:31]=2[F:32])[NH:28][N:27]=[CH:26]3)=[O:21])[CH:5]=[CH:6][C:7]=1[C:8]([F:10])([F:11])[F:9])(=[O:37])=[O:36])[CH3:34], predict the reactants needed to synthesize it. The reactants are: [NH2:1][C:2]1[CH:3]=[C:4]([CH:12]2[CH2:17][C:16](=[O:18])[NH:15][C:14]([CH3:19])=[C:13]2[C:20]([NH:22][C:23]2[CH:24]=[C:25]3[C:29](=[CH:30][C:31]=2[F:32])[NH:28][N:27]=[CH:26]3)=[O:21])[CH:5]=[CH:6][C:7]=1[C:8]([F:11])([F:10])[F:9].[CH2:33]([S:35](Cl)(=[O:37])=[O:36])[CH3:34]. (2) Given the product [CH2:3]([O:10][C:11]1[C:16]([O:17][CH3:18])=[CH:15][C:14]([N:19]2[C:27]3[C:22](=[CH:23][CH:24]=[CH:25][CH:26]=3)[C:21]([C:28]([O-:30])=[O:29])=[CH:20]2)=[C:13]([C:32]([N:34]2[C@H:43]([CH2:44][N:45]3[CH2:50][CH2:49][N:48]([CH3:51])[CH2:47][CH2:46]3)[CH2:42][C:41]3[C:36](=[CH:37][CH:38]=[CH:39][CH:40]=3)[CH2:35]2)=[O:33])[CH:12]=1)[C:4]1[CH:5]=[CH:6][CH:7]=[CH:8][CH:9]=1.[Li+:1], predict the reactants needed to synthesize it. The reactants are: [Li+:1].[OH-].[CH2:3]([O:10][C:11]1[C:16]([O:17][CH3:18])=[CH:15][C:14]([N:19]2[C:27]3[C:22](=[CH:23][CH:24]=[CH:25][CH:26]=3)[C:21]([C:28]([O:30]C)=[O:29])=[CH:20]2)=[C:13]([C:32]([N:34]2[C@H:43]([CH2:44][N:45]3[CH2:50][CH2:49][N:48]([CH3:51])[CH2:47][CH2:46]3)[CH2:42][C:41]3[C:36](=[CH:37][CH:38]=[CH:39][CH:40]=3)[CH2:35]2)=[O:33])[CH:12]=1)[C:4]1[CH:9]=[CH:8][CH:7]=[CH:6][CH:5]=1. (3) Given the product [CH3:33][O:32][N:31]([CH3:30])[C:19]([C:15]1[CH:14]=[C:13]([C:9]2[N:8]=[C:7]([NH:6][C:3]3[CH:4]=[CH:5][S:1][CH:2]=3)[N:12]=[CH:11][N:10]=2)[CH:18]=[CH:17][N:16]=1)=[O:21], predict the reactants needed to synthesize it. The reactants are: [S:1]1[CH:5]=[CH:4][C:3]([NH:6][C:7]2[N:12]=[CH:11][N:10]=[C:9]([C:13]3[CH:18]=[CH:17][N:16]=[C:15]([C:19]([OH:21])=O)[CH:14]=3)[N:8]=2)=[CH:2]1.C(N(CC)CC)C.Cl.[CH3:30][NH:31][O:32][CH3:33].O. (4) Given the product [CH2:1]([O:8][CH:9]1[CH2:14][CH2:13][CH:12]([OH:15])[CH:11]([F:16])[CH2:10]1)[C:2]1[CH:3]=[CH:4][CH:5]=[CH:6][CH:7]=1, predict the reactants needed to synthesize it. The reactants are: [CH2:1]([O:8][CH:9]1[CH2:14][CH2:13][C:12](=[O:15])[CH:11]([F:16])[CH2:10]1)[C:2]1[CH:7]=[CH:6][CH:5]=[CH:4][CH:3]=1.[BH4-].[Na+].Cl. (5) Given the product [F:20][C:17]1[CH:16]=[CH:15][C:14]([C:11]([CH3:13])([CH3:12])[CH2:10][NH:9][C:6]2[N:7]=[CH:8][C:3]([CH2:2][NH:1][C:33](=[O:37])[O:35][CH3:36])=[CH:4][CH:5]=2)=[CH:19][CH:18]=1, predict the reactants needed to synthesize it. The reactants are: [NH2:1][CH2:2][C:3]1[CH:4]=[CH:5][C:6]([NH:9][CH2:10][C:11]([C:14]2[CH:19]=[CH:18][C:17]([F:20])=[CH:16][CH:15]=2)([CH3:13])[CH3:12])=[N:7][CH:8]=1.CCN(C(C)C)C(C)C.C(Cl)Cl.[C:33](=[O:37])([O:35][CH3:36])N. (6) Given the product [Cl:1][C:2]1[CH:3]=[C:4]([F:12])[C:5]([CH2:8][OH:9])=[N:6][CH:7]=1, predict the reactants needed to synthesize it. The reactants are: [Cl:1][C:2]1[CH:3]=[C:4]([F:12])[C:5]([C:8](OC)=[O:9])=[N:6][CH:7]=1.[BH4-].[Li+]. (7) Given the product [C:49]([O:48][C:47]([N:46]([C:41]1[CH:42]=[CH:43][CH:44]=[CH:45][N:40]=1)[CH2:29][C:28]#[C:27][C:24]1[CH:23]=[CH:22][C:21]([CH2:20][C@@H:19]([C:31]([O:33][CH3:34])=[O:32])[NH:18][C:16](=[O:17])[C:15]2[C:35]([Cl:39])=[CH:36][CH:37]=[CH:38][C:14]=2[Cl:13])=[CH:26][CH:25]=1)=[O:53])([CH3:50])([CH3:52])[CH3:51], predict the reactants needed to synthesize it. The reactants are: C(N(CC)CC)C.S(Cl)(C)(=O)=O.[Cl:13][C:14]1[CH:38]=[CH:37][CH:36]=[C:35]([Cl:39])[C:15]=1[C:16]([NH:18][C@H:19]([C:31]([O:33][CH3:34])=[O:32])[CH2:20][C:21]1[CH:26]=[CH:25][C:24]([C:27]#[C:28][CH2:29]O)=[CH:23][CH:22]=1)=[O:17].[N:40]1[CH:45]=[CH:44][CH:43]=[CH:42][C:41]=1[NH:46][C:47](=[O:53])[O:48][C:49]([CH3:52])([CH3:51])[CH3:50].[H-].[Na+].